This data is from Peptide-MHC class II binding affinity with 134,281 pairs from IEDB. The task is: Regression. Given a peptide amino acid sequence and an MHC pseudo amino acid sequence, predict their binding affinity value. This is MHC class II binding data. The peptide sequence is NNHEENGQSAFETVTEASFP. The MHC is DRB1_0701 with pseudo-sequence DRB1_0701. The binding affinity (normalized) is 0.404.